From a dataset of Full USPTO retrosynthesis dataset with 1.9M reactions from patents (1976-2016). Predict the reactants needed to synthesize the given product. (1) Given the product [Cl:74][C:72]1[CH:71]=[CH:70][C:69]([F:75])=[C:68]([C:65]2[CH:66]=[CH:67][C:62]([CH2:61][C@@H:44]([NH:43][C:7](=[O:9])[CH2:6][CH2:5][P:1](=[O:2])([OH:4])[OH:3])[CH2:45][C:46]([O:48][C@@H:49]([O:51][C:52]([O:54][CH:55]3[CH2:60][CH2:59][CH2:58][CH2:57][CH2:56]3)=[O:53])[CH3:50])=[O:47])=[CH:63][CH:64]=2)[CH:73]=1, predict the reactants needed to synthesize it. The reactants are: [P:1]([CH2:5][CH2:6][C:7]([OH:9])=O)([OH:4])([OH:3])=[O:2].CN(C(ON1N=NC2C=CC=NC1=2)=[N+](C)C)C.F[P-](F)(F)(F)(F)F.C(N(C(C)C)CC)(C)C.[NH2:43][C@H:44]([CH2:61][C:62]1[CH:67]=[CH:66][C:65]([C:68]2[CH:73]=[C:72]([Cl:74])[CH:71]=[CH:70][C:69]=2[F:75])=[CH:64][CH:63]=1)[CH2:45][C:46]([O:48][CH:49]([O:51][C:52]([O:54][CH:55]1[CH2:60][CH2:59][CH2:58][CH2:57][CH2:56]1)=[O:53])[CH3:50])=[O:47]. (2) Given the product [C:1]([O:5][C:6]([N:8]1[CH2:13][CH2:12][CH:11]([N:14]([CH:15]2[CH2:17][CH2:16]2)[C:18]([C:20]2[CH:21]=[N:22][C:23]([C:36]3[O:40][CH:39]=[N:38][CH:37]=3)=[C:24]([CH3:26])[CH:25]=2)=[O:19])[CH2:10][CH2:9]1)=[O:7])([CH3:4])([CH3:3])[CH3:2], predict the reactants needed to synthesize it. The reactants are: [C:1]([O:5][C:6]([N:8]1[CH2:13][CH2:12][CH:11]([N:14]([C:18]([C:20]2[CH:21]=[N:22][C:23](Br)=[C:24]([CH3:26])[CH:25]=2)=[O:19])[CH:15]2[CH2:17][CH2:16]2)[CH2:10][CH2:9]1)=[O:7])([CH3:4])([CH3:3])[CH3:2].CC1(C)C(C)(C)OB([C:36]2[O:40][C:39]([Si](C(C)C)(C(C)C)C(C)C)=[N:38][CH:37]=2)O1.[F-].C([N+](CCCC)(CCCC)CCCC)CCC.